Dataset: Full USPTO retrosynthesis dataset with 1.9M reactions from patents (1976-2016). Task: Predict the reactants needed to synthesize the given product. (1) Given the product [CH3:19][O:18][C:15]1[CH:16]=[CH:17][C:12]([NH:11][C:4]2[C:5]3[N:6]([N:8]=[CH:9][N:10]=3)[CH:7]=[C:2]([N:22]3[CH2:27][CH2:26][CH2:25][CH:24]([NH:28][C:29](=[O:35])[O:30][C:31]([CH3:33])([CH3:32])[CH3:34])[CH2:23]3)[CH:3]=2)=[N:13][C:14]=1[O:20][CH3:21], predict the reactants needed to synthesize it. The reactants are: Cl[C:2]1[CH:3]=[C:4]([NH:11][C:12]2[CH:17]=[CH:16][C:15]([O:18][CH3:19])=[C:14]([O:20][CH3:21])[N:13]=2)[C:5]2[N:6]([N:8]=[CH:9][N:10]=2)[CH:7]=1.[NH:22]1[CH2:27][CH2:26][CH2:25][CH:24]([NH:28][C:29](=[O:35])[O:30][C:31]([CH3:34])([CH3:33])[CH3:32])[CH2:23]1.CC(C1C=C(C(C)C)C(C2C=CC=CC=2P(C2CCCCC2)C2CCCCC2)=C(C(C)C)C=1)C.C([O-])([O-])=O.[Cs+].[Cs+]. (2) Given the product [Br:38][C:39]1[CH:44]=[CH:43][C:42]([C:24]2[CH:23]=[CH:22][C:21]([CH2:20][CH2:19][CH2:18][C:12]3[N:13]([CH2:16][CH3:17])[C:14](=[O:15])[N:10]([CH2:9][C:8]4[CH:36]=[CH:37][C:5]([C:1]([CH3:3])([CH3:2])[CH3:4])=[CH:6][CH:7]=4)[N:11]=3)=[CH:26][CH:25]=2)=[CH:41][C:40]=1[CH2:46][C:47]#[N:48], predict the reactants needed to synthesize it. The reactants are: [C:1]([C:5]1[CH:37]=[CH:36][C:8]([CH2:9][N:10]2[C:14](=[O:15])[N:13]([CH2:16][CH3:17])[C:12]([CH2:18][CH2:19][CH2:20][C:21]3[CH:26]=[CH:25][C:24](B4OC(C)(C)C(C)(C)O4)=[CH:23][CH:22]=3)=[N:11]2)=[CH:7][CH:6]=1)([CH3:4])([CH3:3])[CH3:2].[Br:38][C:39]1[CH:44]=[CH:43][C:42](I)=[CH:41][C:40]=1[CH2:46][C:47]#[N:48].C(=O)([O-])[O-].[K+].[K+]. (3) The reactants are: CS([O:5][CH:6]1[CH2:11][CH2:10][N:9]([C:12]2[N:17]=[CH:16][C:15]([CH2:18][CH2:19][CH3:20])=[CH:14][N:13]=2)[CH2:8][CH2:7]1)(=O)=O.[Cl:21][C:22]1[C:23](O)=[CH:24][C:25](=[O:28])[NH:26][CH:27]=1.C(=O)([O-])[O-].[Cs+].[Cs+]. Given the product [Cl:21][C:22]1[C:23]([O:5][CH:6]2[CH2:11][CH2:10][N:9]([C:12]3[N:17]=[CH:16][C:15]([CH2:18][CH2:19][CH3:20])=[CH:14][N:13]=3)[CH2:8][CH2:7]2)=[CH:24][C:25](=[O:28])[NH:26][CH:27]=1, predict the reactants needed to synthesize it. (4) The reactants are: [CH:1]([O:4][C:5]([N:7]1[CH:12]([CH2:13][CH3:14])[CH2:11][CH:10]([NH2:15])[CH2:9][CH:8]1[CH2:16][CH3:17])=[O:6])([CH3:3])[CH3:2].[Br:18][C:19]1[CH:20]=[N:21][C:22](Cl)=[N:23][CH:24]=1.C(N(CC)C(C)C)(C)C.O. Given the product [CH:1]([O:4][C:5]([N:7]1[CH:12]([CH2:13][CH3:14])[CH2:11][CH:10]([NH:15][C:22]2[N:23]=[CH:24][C:19]([Br:18])=[CH:20][N:21]=2)[CH2:9][CH:8]1[CH2:16][CH3:17])=[O:6])([CH3:2])[CH3:3], predict the reactants needed to synthesize it. (5) The reactants are: [CH3:1][O:2][C:3]1[CH:8]=[C:7]([N+:9]([O-])=O)[CH:6]=[CH:5][C:4]=1[OH:12].C1COCC1. Given the product [NH2:9][C:7]1[CH:6]=[CH:5][C:4]([OH:12])=[C:3]([O:2][CH3:1])[CH:8]=1, predict the reactants needed to synthesize it. (6) Given the product [Cl:25][C:26]1[CH:31]=[C:30]([Cl:32])[CH:29]=[CH:28][C:27]=1[S:33]([N:12]1[C:13]2[C:9](=[C:8]3[CH:2]([CH3:1])[N:3]([C:16]([O:18][C:19]([CH3:21])([CH3:20])[CH3:22])=[O:17])[CH2:4][CH2:5][O:6][C:7]3=[CH:15][CH:14]=2)[CH:10]=[CH:11]1)(=[O:35])=[O:34], predict the reactants needed to synthesize it. The reactants are: [CH3:1][CH:2]1[C:8]2=[C:9]3[C:13](=[CH:14][CH:15]=[C:7]2[O:6][CH2:5][CH2:4][N:3]1[C:16]([O:18][C:19]([CH3:22])([CH3:21])[CH3:20])=[O:17])[NH:12][CH:11]=[CH:10]3.[H-].[Na+].[Cl:25][C:26]1[CH:31]=[C:30]([Cl:32])[CH:29]=[CH:28][C:27]=1[S:33](Cl)(=[O:35])=[O:34]. (7) Given the product [OH:17][CH2:16][C:7]1([CH3:20])[CH2:6][CH2:5][C:4]2[C:9](=[C:10]([CH3:15])[C:11]([CH:12]([CH3:14])[CH3:13])=[C:2]([OH:1])[C:3]=2[CH:21]([CH3:22])[CH3:23])[O:8]1, predict the reactants needed to synthesize it. The reactants are: [OH:1][C:2]1[C:3]([CH:21]([CH3:23])[CH3:22])=[C:4]2[C:9](=[C:10]([CH3:15])[C:11]=1[CH:12]([CH3:14])[CH3:13])[O:8][C:7]([CH3:20])([C:16](OC)=[O:17])[CH2:6][CH2:5]2.[H-].[H-].[H-].[H-].[Li+].[Al+3]. (8) Given the product [CH:3]1([C:6]2[N:7]=[C:14]([OH:15])[C:13]([F:19])=[C:12]([OH:11])[N:8]=2)[CH2:5][CH2:4]1, predict the reactants needed to synthesize it. The reactants are: [Na].Cl.[CH:3]1([C:6](=[NH:8])[NH2:7])[CH2:5][CH2:4]1.C([O:11][C:12](=O)[CH:13]([F:19])[C:14](OCC)=[O:15])C.Cl. (9) Given the product [C:3]([C:4]1[CH:5]=[CH:6][C:7]([O:14][CH3:15])=[C:8]([CH:13]=1)[C:9]([O:11][CH3:12])=[O:10])#[N:2], predict the reactants needed to synthesize it. The reactants are: O[N:2]=[CH:3][C:4]1[CH:5]=[CH:6][C:7]([O:14][CH3:15])=[C:8]([CH:13]=1)[C:9]([O:11][CH3:12])=[O:10].S(Cl)(Cl)=O. (10) Given the product [B:9]([C:6]1[CH:7]=[CH:8][C:3]([CH2:2][N:12]2[CH2:17][CH2:16][S:15](=[O:19])(=[O:18])[CH2:14][CH2:13]2)=[CH:4][CH:5]=1)([OH:11])[OH:10], predict the reactants needed to synthesize it. The reactants are: Br[CH2:2][C:3]1[CH:8]=[CH:7][C:6]([B:9]([OH:11])[OH:10])=[CH:5][CH:4]=1.[NH:12]1[CH2:17][CH2:16][S:15](=[O:19])(=[O:18])[CH2:14][CH2:13]1.C(=O)([O-])[O-].[K+].[K+].